From a dataset of Peptide-MHC class I binding affinity with 185,985 pairs from IEDB/IMGT. Regression. Given a peptide amino acid sequence and an MHC pseudo amino acid sequence, predict their binding affinity value. This is MHC class I binding data. The peptide sequence is LILSCIFAFI. The MHC is HLA-A31:01 with pseudo-sequence HLA-A31:01. The binding affinity (normalized) is 0.488.